Predict which catalyst facilitates the given reaction. From a dataset of Catalyst prediction with 721,799 reactions and 888 catalyst types from USPTO. (1) Reactant: [Cl:1][C:2]1[CH:7]=[CH:6][C:5]([CH:8]([C:26]2[CH:31]=[CH:30][C:29]([Cl:32])=[CH:28][CH:27]=2)[C:9]2[CH:10]=[C:11]3[C:16](=[CH:17][CH:18]=2)[N:15]=[CH:14][N:13]=[C:12]3[NH:19][CH:20]2[CH2:25][CH2:24][NH:23][CH2:22][CH2:21]2)=[CH:4][CH:3]=1.[OH:33][CH2:34][CH2:35][NH:36][S:37]([C:40]1[CH:48]=[CH:47][C:43]([C:44](O)=[O:45])=[CH:42][CH:41]=1)(=[O:39])=[O:38].CN(C(ON1N=NC2C=CC=NC1=2)=[N+](C)C)C.F[P-](F)(F)(F)(F)F.CCN(C(C)C)C(C)C. Product: [Cl:1][C:2]1[CH:7]=[CH:6][C:5]([CH:8]([C:26]2[CH:27]=[CH:28][C:29]([Cl:32])=[CH:30][CH:31]=2)[C:9]2[CH:10]=[C:11]3[C:16](=[CH:17][CH:18]=2)[N:15]=[CH:14][N:13]=[C:12]3[NH:19][CH:20]2[CH2:21][CH2:22][N:23]([C:44]([C:43]3[CH:47]=[CH:48][C:40]([S:37]([NH:36][CH2:35][CH2:34][OH:33])(=[O:38])=[O:39])=[CH:41][CH:42]=3)=[O:45])[CH2:24][CH2:25]2)=[CH:4][CH:3]=1. The catalyst class is: 145. (2) Reactant: Cl[C:2]1[CH:7]=[C:6]([O:8][C:9]2[CH:14]=[CH:13][C:12]([NH2:15])=[C:11]([F:16])[C:10]=2[F:17])[CH:5]=[CH:4][N:3]=1.[CH3:18][N:19]1[CH:23]=[C:22](B2OC(C)(C)C(C)(C)O2)[CH:21]=[N:20]1.C([O-])([O-])=O.[Na+].[Na+].O. Product: [F:16][C:11]1[C:10]([F:17])=[C:9]([O:8][C:6]2[CH:5]=[CH:4][N:3]=[C:2]([C:22]3[CH:21]=[N:20][N:19]([CH3:18])[CH:23]=3)[CH:7]=2)[CH:14]=[CH:13][C:12]=1[NH2:15]. The catalyst class is: 104. (3) Reactant: [F:1][C:2](=[C:16]([F:18])[F:17])[CH2:3][CH2:4][CH2:5][CH2:6][CH:7]([C:12](=O)[CH2:13][CH3:14])[C:8](OC)=[O:9].[NH2:19][C:20]1[N:24]=[CH:23][NH:22][N:21]=1. Product: [CH2:13]([C:12]1[C:7]([CH2:6][CH2:5][CH2:4][CH2:3][C:2]([F:1])=[C:16]([F:18])[F:17])=[C:8]([OH:9])[N:21]2[N:22]=[CH:23][N:24]=[C:20]2[N:19]=1)[CH3:14]. The catalyst class is: 796. (4) Reactant: [S-2:1].[Na+:2].[Na+].S.[C:5](Cl)(=[O:15])[CH2:6][CH2:7][CH2:8][CH2:9][CH2:10][CH2:11][CH2:12][CH2:13][CH3:14]. Product: [C:5]([O-:15])(=[S:1])[CH2:6][CH2:7][CH2:8][CH2:9][CH2:10][CH2:11][CH2:12][CH2:13][CH3:14].[Na+:2]. The catalyst class is: 6. (5) Reactant: [O:1]=[C:2]1[C:10]2[C:5](=[CH:6][CH:7]=[CH:8][CH:9]=2)[C:4](=[O:11])[N:3]1[CH2:12][CH2:13][N:14]1[C:23]2[C:18](=[N:19][CH:20]=[C:21]([CH2:24][C:25]3[CH:30]=[CH:29][C:28]([F:31])=[CH:27][CH:26]=3)[CH:22]=2)[C:17]([OH:32])=[C:16]([C:33](OCC)=[O:34])[C:15]1=[O:38].[NH2:39][CH:40]([CH3:43])[CH2:41][OH:42]. Product: [O:11]=[C:4]1[C:5]2[C:10](=[CH:9][CH:8]=[CH:7][CH:6]=2)[C:2](=[O:1])[N:3]1[CH2:12][CH2:13][N:14]1[C:23]2[C:18](=[N:19][CH:20]=[C:21]([CH2:24][C:25]3[CH:26]=[CH:27][C:28]([F:31])=[CH:29][CH:30]=3)[CH:22]=2)[C:17]([OH:32])=[C:16]([C:33]([NH:39][CH:40]([CH3:43])[CH2:41][OH:42])=[O:34])[C:15]1=[O:38]. The catalyst class is: 14. (6) Reactant: [CH:1]1([N:5]2[CH2:10][CH2:9][N:8]([C:11]3[N:12]=[CH:13][C:14]4[CH2:20][CH2:19][NH:18][CH2:17][CH2:16][C:15]=4[N:21]=3)[CH2:7][CH2:6]2)[CH2:4][CH2:3][CH2:2]1.[F:22][C:23]1[CH:31]=[CH:30][C:26]([C:27](Cl)=[O:28])=[CH:25][CH:24]=1. The catalyst class is: 2. Product: [CH:1]1([N:5]2[CH2:6][CH2:7][N:8]([C:11]3[N:12]=[CH:13][C:14]4[CH2:20][CH2:19][N:18]([C:27]([C:26]5[CH:30]=[CH:31][C:23]([F:22])=[CH:24][CH:25]=5)=[O:28])[CH2:17][CH2:16][C:15]=4[N:21]=3)[CH2:9][CH2:10]2)[CH2:4][CH2:3][CH2:2]1.